From a dataset of Full USPTO retrosynthesis dataset with 1.9M reactions from patents (1976-2016). Predict the reactants needed to synthesize the given product. Given the product [CH3:16][O:15][C:8]1[C:9]2[O:10][CH2:11][C:12]([CH3:14])([CH3:13])[C:2]=2[CH:3]=[C:4]([CH:5]=[O:6])[CH:7]=1, predict the reactants needed to synthesize it. The reactants are: I[C:2]1[CH:3]=[C:4]([CH:7]=[C:8]([O:15][CH3:16])[C:9]=1[O:10][CH2:11][C:12]([CH3:14])=[CH2:13])[CH:5]=[O:6].C(=O)([O-])[O-].[K+].[K+].C([O-])=O.[Na+].